Dataset: Full USPTO retrosynthesis dataset with 1.9M reactions from patents (1976-2016). Task: Predict the reactants needed to synthesize the given product. (1) Given the product [ClH:12].[CH2:9]([O:11][C:7]([CH:1]1[CH2:6][CH2:5][CH2:4][CH2:3][CH2:2]1)=[NH:8])[CH3:10], predict the reactants needed to synthesize it. The reactants are: [CH:1]1([C:7]#[N:8])[CH2:6][CH2:5][CH2:4][CH2:3][CH2:2]1.[CH2:9]([OH:11])[CH3:10].[ClH:12]. (2) Given the product [Br:8][C:9]1[CH:10]=[C:11]([C@H:15]([NH:18][C:19](=[O:25])[O:20][C:21]([CH3:22])([CH3:24])[CH3:23])[CH2:16][O:17][CH2:26][CH3:27])[CH:12]=[CH:13][CH:14]=1, predict the reactants needed to synthesize it. The reactants are: [H-].[Na+].CN(C=O)C.[Br:8][C:9]1[CH:10]=[C:11]([C@H:15]([NH:18][C:19](=[O:25])[O:20][C:21]([CH3:24])([CH3:23])[CH3:22])[CH2:16][OH:17])[CH:12]=[CH:13][CH:14]=1.[C:26](OCC)(=O)[CH3:27]. (3) Given the product [NH2:22][C:21]1[C:2]([CH3:1])=[C:3]([CH:18]=[C:19]([NH2:25])[CH:20]=1)[C:4]([NH:6][CH2:7][C:8]12[CH2:17][CH:12]3[CH2:13][CH:14]([CH2:16][CH:10]([CH2:11]3)[CH2:9]1)[CH2:15]2)=[O:5], predict the reactants needed to synthesize it. The reactants are: [CH3:1][C:2]1[C:21]([N+:22]([O-])=O)=[CH:20][C:19]([N+:25]([O-])=O)=[CH:18][C:3]=1[C:4]([NH:6][CH2:7][C:8]12[CH2:17][CH:12]3[CH2:13][CH:14]([CH2:16][CH:10]([CH2:11]3)[CH2:9]1)[CH2:15]2)=[O:5]. (4) Given the product [C:1]1([C:7]2[NH:9][CH:11]=[C:12]([C:14]3[CH:21]=[CH:20][C:17]([C:18]#[N:19])=[CH:16][CH:15]=3)[N:8]=2)[CH:6]=[CH:5][CH:4]=[CH:3][CH:2]=1, predict the reactants needed to synthesize it. The reactants are: [C:1]1([C:7](=[NH:9])[NH2:8])[CH:6]=[CH:5][CH:4]=[CH:3][CH:2]=1.Br[CH2:11][C:12]([C:14]1[CH:21]=[CH:20][C:17]([C:18]#[N:19])=[CH:16][CH:15]=1)=O.C(=O)(O)[O-].[Na+].O. (5) Given the product [CH2:19]([N:26]1[CH:17]=[CH:16][CH:15]([CH2:14][CH:8]2[CH2:7][CH2:6][C:5]3[C:10](=[CH:11][CH:12]=[C:3]([O:2][CH3:1])[CH:4]=3)[C:9]2=[O:13])[C:28]([C:29]([O:31][CH3:32])=[O:30])=[C:27]1[CH3:33])[C:20]1[CH:25]=[CH:24][CH:23]=[CH:22][CH:21]=1, predict the reactants needed to synthesize it. The reactants are: [CH3:1][O:2][C:3]1[CH:4]=[C:5]2[C:10](=[CH:11][CH:12]=1)[C:9](=[O:13])[CH:8]([CH2:14]/[CH:15]=[CH:16]/[CH:17]=O)[CH2:7][CH2:6]2.[CH2:19]([NH:26][C:27]([CH3:33])=[CH:28][C:29]([O:31][CH3:32])=[O:30])[C:20]1[CH:25]=[CH:24][CH:23]=[CH:22][CH:21]=1. (6) Given the product [NH2:41][C:40]1[C:36]([C:32]2[N:33]([CH2:34][CH3:35])[C:21]3[CH:20]=[C:19]([C:15]4[CH:14]=[C:13]([NH:12][C:10](=[O:11])[CH2:9][NH2:5])[CH:18]=[CH:17][CH:16]=4)[N:24]=[C:23]([C:25]#[C:26][C:27]([OH:30])([CH3:28])[CH3:29])[C:22]=3[N:31]=2)=[N:37][O:38][N:39]=1, predict the reactants needed to synthesize it. The reactants are: CC([N:5]([CH2:9][C:10]([NH:12][C:13]1[CH:18]=[CH:17][CH:16]=[C:15]([C:19]2[N:24]=[C:23]([C:25]#[C:26][C:27]([OH:30])([CH3:29])[CH3:28])[C:22]3[N:31]=[C:32]([C:36]4[C:40]([NH2:41])=[N:39][O:38][N:37]=4)[N:33]([CH2:34][CH3:35])[C:21]=3[CH:20]=2)[CH:14]=1)=[O:11])C(=O)[O-])(C)C.